This data is from Catalyst prediction with 721,799 reactions and 888 catalyst types from USPTO. The task is: Predict which catalyst facilitates the given reaction. (1) Reactant: [CH3:1][O:2][C:3]([C:5]1([CH3:16])[C:13]2[C:8](=[CH:9][C:10]([Br:14])=[CH:11][CH:12]=2)[NH:7][C:6]1=O)=[O:4].C1([SiH3])C=CC=CC=1. Product: [CH3:1][O:2][C:3]([C:5]1([CH3:16])[C:13]2[C:8](=[CH:9][C:10]([Br:14])=[CH:11][CH:12]=2)[NH:7][CH2:6]1)=[O:4]. The catalyst class is: 11. (2) Reactant: [S:1]1[C:5]2[CH:6]=[CH:7][CH:8]=[CH:9][C:4]=2[NH:3][CH2:2]1.NC1C=CC=CC=1S.C=O.C(N(C(C)C)CC)(C)C.[CH:29]([C:31]1[CH:32]=[C:33]([CH:37]=[C:38]([C:42]([F:45])([F:44])[F:43])[C:39]=1[O:40][CH3:41])[C:34](Cl)=[O:35])=[O:30]. Product: [CH:29]([C:31]1[CH:32]=[C:33]([CH:37]=[C:38]([C:42]([F:43])([F:45])[F:44])[C:39]=1[O:40][CH3:41])[C:34]([N:3]1[C:4]2[CH:9]=[CH:8][CH:7]=[CH:6][C:5]=2[S:1][CH2:2]1)=[O:35])=[O:30]. The catalyst class is: 4. (3) Reactant: [F:1][C:2]1[CH:3]=[C:4]([C:9]2[C:17]3[CH2:16][C:15]4(OCC[O:18]4)[CH2:14][CH2:13][C:12]=3[N:11]([C:22]([NH:24][C@@H:25]([C:30]([CH3:33])([CH3:32])[CH3:31])[C:26]([NH:28][CH3:29])=[O:27])=[O:23])[N:10]=2)[CH:5]=[CH:6][C:7]=1[F:8].C1(C)C=CC(S(O)(=O)=O)=CC=1.O. Product: [F:1][C:2]1[CH:3]=[C:4]([C:9]2[C:17]3[CH2:16][C:15](=[O:18])[CH2:14][CH2:13][C:12]=3[N:11]([C:22]([NH:24][C@@H:25]([C:30]([CH3:33])([CH3:32])[CH3:31])[C:26]([NH:28][CH3:29])=[O:27])=[O:23])[N:10]=2)[CH:5]=[CH:6][C:7]=1[F:8]. The catalyst class is: 21. (4) Reactant: [C:1](Cl)(=[O:11])[CH2:2][CH2:3][CH2:4][CH2:5][CH2:6][CH2:7][CH2:8][CH2:9][CH3:10].[OH:13][C:14]1[CH:22]=[CH:21][C:17]([C:18]([OH:20])=[O:19])=[CH:16][CH:15]=1. Product: [C:1]([O:13][C:14]1[CH:22]=[CH:21][C:17]([C:18]([OH:20])=[O:19])=[CH:16][CH:15]=1)(=[O:11])[CH2:2][CH2:3][CH2:4][CH2:5][CH2:6][CH2:7][CH2:8][CH2:9][CH3:10]. The catalyst class is: 113.